Task: Predict the reaction yield, written as a fraction of the theoretical maximum amount of product (1.0 means a 100% yield; for example, 0.34 means a 34% yield).. Dataset: Reaction yield outcomes from USPTO patents with 853,638 reactions The reactants are [F:1][C:2]1[CH:3]=[N:4][C:5]2[CH:6]=[C:7]([F:18])[C:8](=[O:17])[N:9]3[CH2:13][C:12]([OH:16])([CH2:14][OH:15])[C:11]=1[C:10]=23.C(N(CC)CC)C.[C:26]1([CH3:36])[CH:31]=[CH:30][C:29]([S:32](Cl)(=[O:34])=[O:33])=[CH:28][CH:27]=1. The catalyst is ClCCl.O1CCCC1.C([Sn](=O)CCCC)CCC. The product is [CH3:36][C:26]1[CH:31]=[CH:30][C:29]([S:32]([O:15][CH2:14][C:12]2([OH:16])[C:11]3=[C:2]([F:1])[CH:3]=[N:4][C:5]4[CH:6]=[C:7]([F:18])[C:8](=[O:17])[N:9]([C:10]=43)[CH2:13]2)(=[O:34])=[O:33])=[CH:28][CH:27]=1. The yield is 1.00.